Dataset: HIV replication inhibition screening data with 41,000+ compounds from the AIDS Antiviral Screen. Task: Binary Classification. Given a drug SMILES string, predict its activity (active/inactive) in a high-throughput screening assay against a specified biological target. The drug is COC(=O)C=CC(C#N)(C#N)N=Cc1sccc1C. The result is 1 (active).